From a dataset of Full USPTO retrosynthesis dataset with 1.9M reactions from patents (1976-2016). Predict the reactants needed to synthesize the given product. Given the product [CH:1]1([CH2:7][CH2:8][CH2:9][C@@H:10]([C:19]2[O:23][N:22]=[C:21]([C:24]([N:26]([CH2:28][CH2:29][CH2:30][N:31]([CH3:33])[CH3:32])[CH3:27])=[O:25])[N:20]=2)[CH2:11][C:12]([OH:14])=[O:13])[CH2:2][CH2:3][CH2:4][CH2:5][CH2:6]1, predict the reactants needed to synthesize it. The reactants are: [CH:1]1([CH2:7][CH2:8][CH2:9][C@@H:10]([C:19]2[O:23][N:22]=[C:21]([C:24]([N:26]([CH2:28][CH2:29][CH2:30][N:31]([CH3:33])[CH3:32])[CH3:27])=[O:25])[N:20]=2)[CH2:11][C:12]([O:14]C(C)(C)C)=[O:13])[CH2:6][CH2:5][CH2:4][CH2:3][CH2:2]1.FC(F)(F)C(O)=O.